Dataset: Cav3 T-type calcium channel HTS with 100,875 compounds. Task: Binary Classification. Given a drug SMILES string, predict its activity (active/inactive) in a high-throughput screening assay against a specified biological target. (1) The molecule is Clc1cc2NC(=O)C(Oc2cc1)CC(=O)NCCc1cc(OC)c(OC)cc1. The result is 0 (inactive). (2) The compound is S(=O)(=O)(N1CCN(C2CCC(CC2)C)CC1)CC. The result is 0 (inactive). (3) The molecule is O1C(=C(C2(c3c(N(C2=O)C)cccc3)C(=C1N)C(OC)=O)C(=O)C)C. The result is 0 (inactive). (4) The molecule is N1C(C=C(c2c1ccc(c2)C)C)(C)C. The result is 0 (inactive). (5) The compound is O=C(NC(C12CC3CC(C2)CC(C1)C3)C)C(NC(=O)c1cc(OC)c(OC)c(OC)c1)C(C)C. The result is 0 (inactive). (6) The molecule is Fc1ccc(c2noc(N)c2C(OC)=O)cc1. The result is 0 (inactive). (7) The compound is S(c1n(c(nn1)CN1CCCCCC1=O)c1ncccc1)CC(=O)c1[nH]c(c(c1C)C(=O)C)C. The result is 0 (inactive). (8) The compound is S(=O)(=O)(N(c1c(OC)cc(OC)cc1)C)c1c([nH]c(=O)[nH]c1=O)C. The result is 0 (inactive). (9) The result is 0 (inactive). The drug is s1c(N(CCOC)C(=O)C)nnc1c1ncccc1.